From a dataset of Catalyst prediction with 721,799 reactions and 888 catalyst types from USPTO. Predict which catalyst facilitates the given reaction. (1) Reactant: Cl[C:2]1[C:7]2[CH:8]=[CH:9][N:10]([CH2:11][C:12]([N:14]([CH3:16])[CH3:15])=[O:13])[C:6]=2[CH:5]=[CH:4][N:3]=1.C(=[NH:30])(C1C=CC=CC=1)C1C=CC=CC=1.CC([O-])(C)C.[Na+].C1C=CC(P(C2C(C3C(P(C4C=CC=CC=4)C4C=CC=CC=4)=CC=C4C=3C=CC=C4)=C3C(C=CC=C3)=CC=2)C2C=CC=CC=2)=CC=1. Product: [NH3:3].[NH2:30][C:2]1[C:7]2[CH:8]=[CH:9][N:10]([CH2:11][C:12]([N:14]([CH3:16])[CH3:15])=[O:13])[C:6]=2[CH:5]=[CH:4][N:3]=1. The catalyst class is: 101. (2) Reactant: [C:1]([O:5][C:6]([NH:8][C:9]1([CH3:17])[C:13]2([CH2:15][CH2:14]2)[C:12](=[O:16])[NH:11][CH2:10]1)=[O:7])([CH3:4])([CH3:3])[CH3:2].[H-].[Na+].[CH2:20](Br)[C:21]1[CH:26]=[CH:25][CH:24]=[CH:23][CH:22]=1.C(OCC)(=O)C. Product: [CH2:20]([N:11]1[CH2:10][C:9]([NH:8][C:6]([O:5][C:1]([CH3:4])([CH3:2])[CH3:3])=[O:7])([CH3:17])[C:13]2([CH2:14][CH2:15]2)[C:12]1=[O:16])[C:21]1[CH:26]=[CH:25][CH:24]=[CH:23][CH:22]=1. The catalyst class is: 9. (3) Reactant: [C:1]1([C:14]2[CH:19]=[CH:18][CH:17]=[CH:16][CH:15]=2)[CH:6]=[CH:5][C:4]([CH2:7][C@H:8]2[NH:12][C:11](=[O:13])[CH2:10][CH2:9]2)=[CH:3][CH:2]=1.C([Li])CCC.Cl[CH2:26][O:27][CH2:28][CH2:29][Si:30]([CH3:33])([CH3:32])[CH3:31]. Product: [C:1]1([C:14]2[CH:15]=[CH:16][CH:17]=[CH:18][CH:19]=2)[CH:2]=[CH:3][C:4]([CH2:7][C@H:8]2[N:12]([CH2:26][O:27][CH2:28][CH2:29][Si:30]([CH3:33])([CH3:32])[CH3:31])[C:11](=[O:13])[CH2:10][CH2:9]2)=[CH:5][CH:6]=1. The catalyst class is: 134. (4) Reactant: C(OC([N:8]([CH2:37][C:38]([O:40]C(C)(C)C)=[O:39])[C:9]1[CH:14]=[CH:13][CH:12]=[C:11]([CH:15]([CH2:26][C:27]2[CH:32]=[CH:31][C:30]([C:33]([CH3:36])([CH3:35])[CH3:34])=[CH:29][CH:28]=2)[NH:16][S:17]([C:20]2[CH:25]=[CH:24][CH:23]=[CH:22][N:21]=2)(=[O:19])=[O:18])[N:10]=1)=O)(C)(C)C.[ClH:45].O1CCOCC1. Product: [ClH:45].[C:33]([C:30]1[CH:29]=[CH:28][C:27]([CH2:26][CH:15]([NH:16][S:17]([C:20]2[CH:25]=[CH:24][CH:23]=[CH:22][N:21]=2)(=[O:18])=[O:19])[C:11]2[N:10]=[C:9]([NH:8][CH2:37][C:38]([OH:40])=[O:39])[CH:14]=[CH:13][CH:12]=2)=[CH:32][CH:31]=1)([CH3:36])([CH3:34])[CH3:35]. The catalyst class is: 2. (5) Reactant: [CH2:1]([O:8][C:9]1[CH:16]=[CH:15][C:12]([CH:13]=O)=[C:11]([OH:17])[CH:10]=1)[C:2]1[CH:7]=[CH:6][CH:5]=[CH:4][CH:3]=1.C([BH3-])#N.[Na+].CN(C1C=CC(N=NC2C=CC(S(O)(=O)=O)=CC=2)=CC=1)C.Cl. Product: [CH2:1]([O:8][C:9]1[CH:16]=[CH:15][C:12]([CH3:13])=[C:11]([OH:17])[CH:10]=1)[C:2]1[CH:3]=[CH:4][CH:5]=[CH:6][CH:7]=1. The catalyst class is: 30. (6) Reactant: CC([O:5][C:6]([CH2:8][CH:9]([OH:35])[CH2:10][CH:11]([OH:34])[CH:12]=[CH:13][C:14]1[C:23]([CH:24]2[CH2:26][CH2:25]2)=[N:22][C:21]2[C:16](=[CH:17][CH:18]=[CH:19][CH:20]=2)[C:15]=1[C:27]1[CH:32]=[CH:31][C:30]([F:33])=[CH:29][CH:28]=1)=[O:7])(C)C.[OH-].[Na+]. Product: [CH:18]1[CH:19]=[CH:20][C:21]2[N:22]=[C:23]([CH:24]3[CH2:26][CH2:25]3)[C:14](/[CH:13]=[CH:12]/[C@@H:11]([OH:34])[CH2:10][C@@H:9]([OH:35])[CH2:8][C:6]([OH:7])=[O:5])=[C:15]([C:27]3[CH:28]=[CH:29][C:30]([F:33])=[CH:31][CH:32]=3)[C:16]=2[CH:17]=1. The catalyst class is: 24. (7) Reactant: [H-].[Na+].[P:3]([O-:11])([O:8][CH2:9][CH3:10])([O:5][CH2:6][CH3:7])=O.[H][H].[C:14](=[S:16])=[S:15].[CH2:17](Cl)[C:18]1[CH:23]=[CH:22][CH:21]=[CH:20][CH:19]=1. Product: [CH2:9]([O:8][P:3]([C:14]([S:16][CH2:17][C:18]1[CH:23]=[CH:22][CH:21]=[CH:20][CH:19]=1)=[S:15])([O:5][CH2:6][CH3:7])=[O:11])[CH3:10]. The catalyst class is: 305. (8) Reactant: [Cl:1][C:2]1[N:10]=[C:9]2[C:5]([NH:6][CH:7]=[N:8]2)=[C:4](Cl)[N:3]=1.[NH:12]1[C:20]2[C:15](=[CH:16][CH:17]=[CH:18][CH:19]=2)[CH2:14][CH2:13]1. Product: [Cl:1][C:2]1[N:10]=[C:9]2[C:5]([N:6]=[CH:7][NH:8]2)=[C:4]([N:12]2[C:20]3[C:15](=[CH:16][CH:17]=[CH:18][CH:19]=3)[CH2:14][CH2:13]2)[N:3]=1. The catalyst class is: 51.